This data is from Full USPTO retrosynthesis dataset with 1.9M reactions from patents (1976-2016). The task is: Predict the reactants needed to synthesize the given product. (1) Given the product [Cl:1][C:2]1[CH:28]=[C:27]([N+:29]([O-:31])=[O:30])[CH:26]=[C:25]([Cl:32])[C:3]=1[O:4][C:5]1[CH:6]=[CH:7][C:8]([OH:23])=[C:9]([CH:22]=1)[C:10]([NH:12][CH2:13][CH2:14][CH2:15][CH2:16][CH2:17][CH2:18][CH2:19][CH2:20][CH3:21])=[O:11], predict the reactants needed to synthesize it. The reactants are: [Cl:1][C:2]1[CH:28]=[C:27]([N+:29]([O-:31])=[O:30])[CH:26]=[C:25]([Cl:32])[C:3]=1[O:4][C:5]1[CH:6]=[CH:7][C:8]([O:23]C)=[C:9]([CH:22]=1)[C:10]([NH:12][CH2:13][CH2:14][CH2:15][CH2:16][CH2:17][CH2:18][CH2:19][CH2:20][CH3:21])=[O:11].B(Br)(Br)Br. (2) Given the product [NH:10]1[C:14]2=[N:15][CH:16]=[CH:17][CH:18]=[C:13]2[C:12]([C:19]2[CH:20]=[C:21]([CH:33]=[CH:34][CH:35]=2)[CH2:22][NH:23][C:24]2[N:32]=[CH:31][CH:30]=[CH:29][C:25]=2[C:26]([OH:28])=[O:27])=[CH:11]1, predict the reactants needed to synthesize it. The reactants are: C1(S([N:10]2[C:14]3=[N:15][CH:16]=[CH:17][CH:18]=[C:13]3[C:12]([C:19]3[CH:20]=[C:21]([CH:33]=[CH:34][CH:35]=3)[CH2:22][NH:23][C:24]3[N:32]=[CH:31][CH:30]=[CH:29][C:25]=3[C:26]([O-:28])=[O:27])=[CH:11]2)(=O)=O)C=CC=CC=1.C1COCC1.CO.[Li+].[OH-]. (3) Given the product [CH3:13][CH:14]([CH3:24])[CH2:15][CH2:16][CH2:17][CH2:18][CH2:19][CH2:20][C:21]([O:8][CH2:7][C:6]1[CH:9]=[CH:10][C:11]([OH:12])=[C:4]([O:3][CH2:1][CH3:2])[CH:5]=1)=[O:22], predict the reactants needed to synthesize it. The reactants are: [CH2:1]([O:3][C:4]1[CH:5]=[C:6]([CH:9]=[CH:10][C:11]=1[OH:12])[CH2:7][OH:8])[CH3:2].[CH3:13][CH:14]([CH3:24])[CH2:15][CH2:16][CH2:17][CH2:18][CH2:19][CH2:20][C:21](O)=[O:22].O. (4) Given the product [C:1]([O:5][C:6]([N:8]1[CH2:13][CH2:12][NH:11][CH:10]([CH2:21][N:22]2[CH:26]=[CH:25][N:24]=[CH:23]2)[CH2:9]1)=[O:7])([CH3:4])([CH3:2])[CH3:3], predict the reactants needed to synthesize it. The reactants are: [C:1]([O:5][C:6]([N:8]1[CH2:13][CH2:12][N:11](CC2C=CC=CC=2)[CH:10]([CH2:21][N:22]2[CH:26]=[CH:25][N:24]=[CH:23]2)[CH2:9]1)=[O:7])([CH3:4])([CH3:3])[CH3:2]. (5) Given the product [F:4][C:5]1[CH:10]=[CH:9][CH:8]=[CH:7][C:6]=1[C:11]1[N:12]=[N:13][N:14]([CH3:28])[C:15]=1[CH2:16][O:17][C:18]1[CH:27]=[CH:26][C:21]([C:22]([OH:24])=[O:23])=[CH:20][N:19]=1, predict the reactants needed to synthesize it. The reactants are: O.[OH-].[Li+].[F:4][C:5]1[CH:10]=[CH:9][CH:8]=[CH:7][C:6]=1[C:11]1[N:12]=[N:13][N:14]([CH3:28])[C:15]=1[CH2:16][O:17][C:18]1[CH:27]=[CH:26][C:21]([C:22]([O:24]C)=[O:23])=[CH:20][N:19]=1. (6) Given the product [C@H:50]1([O:49][C@@H:39]2[C@@H:38]([CH2:81][OH:82])[O:37][C@H:10]([O:11][C@H:12]3[C@H:16]([F:17])[CH2:15][NH:14][C@@H:13]3[CH2:28][OH:29])[C@H:9]([OH:8])[C@H:40]2[OH:41])[O:79][C@H:78]([CH3:80])[C@@H:69]([OH:70])[C@H:60]([OH:61])[C@H:51]1[OH:52], predict the reactants needed to synthesize it. The reactants are: C([O:8][C@@H:9]1[C@@H:40]([O:41]CC2C=CC=CC=2)[C@H:39]([O:49][C@H:50]2[O:79][C@H:78]([CH3:80])[C@@H:69]([O:70]CC3C=CC=CC=3)[C@H:60]([O:61]CC3C=CC=CC=3)[C@H:51]2[O:52]CC2C=CC=CC=2)[C@@H:38]([CH2:81][O:82]CC2C=CC=CC=2)[O:37][C@@H:10]1[O:11][C@H:12]1[C@H:16]([F:17])[CH2:15][N:14](C(OCC2C=CC=CC=2)=O)[C@@H:13]1[CH2:28][O:29]CC1C=CC=CC=1)C1C=CC=CC=1.